This data is from Full USPTO retrosynthesis dataset with 1.9M reactions from patents (1976-2016). The task is: Predict the reactants needed to synthesize the given product. Given the product [OH:53][CH2:52][CH2:51][C:48]1[CH:15]=[CH:16][C:17]([NH:20][C:21]([C:23]2[NH:24][C:25]3[C:30]([CH:31]=2)=[C:29]([O:32][CH2:33][C:34]2[C:38]4[CH:39]=[C:40]([Cl:43])[CH:41]=[CH:42][C:37]=4[O:36][CH:35]=2)[CH:28]=[CH:27][CH:26]=3)=[O:22])=[CH:18][CH:47]=1, predict the reactants needed to synthesize it. The reactants are: Cl.Cl.[C@H]1(CN2C[CH2:18][CH:17]([NH:20][C:21]([C:23]3[NH:24][C:25]4[C:30]([CH:31]=3)=[C:29]([O:32][CH2:33][C:34]3[C:38]5[CH:39]=[C:40]([Cl:43])[CH:41]=[CH:42][C:37]=5[O:36][CH:35]=3)[CH:28]=[CH:27][CH:26]=4)=[O:22])[CH2:16][CH2:15]2)[C@@H]2N(CCCC2)CCC1.NC1C=C[C:48]([CH2:51][CH2:52][OH:53])=[CH:47]C=1.